From a dataset of TCR-epitope binding with 47,182 pairs between 192 epitopes and 23,139 TCRs. Binary Classification. Given a T-cell receptor sequence (or CDR3 region) and an epitope sequence, predict whether binding occurs between them. (1) The epitope is ELAGIGILTV. The TCR CDR3 sequence is CASSVRSTDTQYF. Result: 0 (the TCR does not bind to the epitope). (2) The epitope is FPPTSFGPL. The TCR CDR3 sequence is CASCIVGGGEQYF. Result: 1 (the TCR binds to the epitope). (3) The epitope is KLWAQCVQL. The TCR CDR3 sequence is CASRVWGSSTGELFF. Result: 1 (the TCR binds to the epitope). (4) The epitope is IPRRNVATL. The TCR CDR3 sequence is CASSYSRMTAEQETQYF. Result: 1 (the TCR binds to the epitope). (5) The epitope is KTSVDCTMYI. The TCR CDR3 sequence is CASSLGQGNQPQHF. Result: 1 (the TCR binds to the epitope). (6) The epitope is KAYNVTQAF. The TCR CDR3 sequence is CASSNRDRGEYNEQFF. Result: 1 (the TCR binds to the epitope). (7) The epitope is NLWNTFTRL. The TCR CDR3 sequence is CASSLWDSNTEAFF. Result: 0 (the TCR does not bind to the epitope). (8) The epitope is AVFDRKSDAK. The TCR CDR3 sequence is CASSEMATGLRYTF. Result: 0 (the TCR does not bind to the epitope). (9) The epitope is KPLEFGATSAAL. The TCR CDR3 sequence is CASSSYRSSYEQYF. Result: 1 (the TCR binds to the epitope). (10) The epitope is TPINLVRDL. The TCR CDR3 sequence is CASTLLPRGGVQETQYF. Result: 1 (the TCR binds to the epitope).